This data is from CYP1A2 inhibition data for predicting drug metabolism from PubChem BioAssay. The task is: Regression/Classification. Given a drug SMILES string, predict its absorption, distribution, metabolism, or excretion properties. Task type varies by dataset: regression for continuous measurements (e.g., permeability, clearance, half-life) or binary classification for categorical outcomes (e.g., BBB penetration, CYP inhibition). Dataset: cyp1a2_veith. (1) The molecule is COC(=O)c1c(-c2ccccc2)csc1NC(=O)CSc1ncnc2sc(C)c(C)c12. The result is 0 (non-inhibitor). (2) The molecule is O=c1[nH][nH]c(C(F)(F)F)c1C=Nc1ccccc1Cl. The result is 1 (inhibitor). (3) The result is 0 (non-inhibitor). The molecule is CN1CC[C@]23c4ccccc4N[C@@H]1[C@@]21CCN(C)[C@H]3Nc2ccccc21. (4) The drug is CCc1ccccc1NC(=S)NCc1ccc2c(c1)OCO2. The result is 1 (inhibitor). (5) The molecule is CCN1CNC(=S)N(c2cc(C)ccc2C)C1. The result is 0 (non-inhibitor). (6) The compound is Br.CC[C@H]1CN2CC[C@@H]1C[C@H]2[C@@H](O)c1ccnc2ccc(OC)cc12.O. The result is 0 (non-inhibitor). (7) The drug is CC(C)OCCCn1c(=S)[nH]c2ncccc2c1=O. The result is 1 (inhibitor). (8) The result is 0 (non-inhibitor). The drug is O=c1n(-c2ccccc2)c(=O)n2n1CC[C@H]1/C(=N\OCc3ccccc3)[C@H]3O[C@@H]3[C@@H](O)[C@@H]12. (9) The compound is N[C@H](C(=O)O)c1cc(=O)[nH]o1. The result is 0 (non-inhibitor).